From a dataset of Forward reaction prediction with 1.9M reactions from USPTO patents (1976-2016). Predict the product of the given reaction. (1) The product is: [CH3:26][C:7]([S:6][C@@H:3]1[CH2:4][O:5][C@@H:40](/[CH:39]=[CH:38]/[CH:37]=[CH:36]/[C:33]2[CH:32]=[CH:31][CH:30]=[CH:35][C:34]=2[C:22]([F:25])([F:24])[F:23])[O:1][CH2:2]1)([CH3:27])[C:8]([C:16]1[CH:17]=[CH:18][C:19]([C:22]([F:24])([F:23])[F:25])=[CH:20][CH:21]=1)([OH:15])[CH2:9][N:10]1[CH:14]=[N:13][CH:12]=[N:11]1. Given the reactants [OH:1][CH2:2][CH:3]([S:6][C:7]([CH3:27])([CH3:26])[C:8]([C:16]1[CH:21]=[CH:20][C:19]([C:22]([F:25])([F:24])[F:23])=[CH:18][CH:17]=1)([OH:15])[CH2:9][N:10]1[CH:14]=[N:13][CH:12]=[N:11]1)[CH2:4][OH:5].FC(F)(F)[C:30]1[CH:35]=[CH:34][C:33](/[CH:36]=[CH:37]/[CH:38]=[CH:39]/[CH:40]=O)=[CH:32][CH:31]=1, predict the reaction product. (2) Given the reactants Cl[CH2:2][C:3]([NH:5][C:6]1[C:19]2[C:18](=[O:20])[C:17]3[C:12](=[CH:13][CH:14]=[CH:15][C:16]=3[NH:21][C:22](=[O:25])[CH2:23]Cl)[C:11](=[O:26])[C:10]=2[CH:9]=[CH:8][CH:7]=1)=[O:4].[CH2:27]([NH:30][CH2:31][CH2:32][CH3:33])[CH2:28][CH3:29], predict the reaction product. The product is: [CH2:27]([N:30]([CH2:31][CH2:32][CH3:33])[CH2:2][C:3]([NH:5][C:6]1[C:19]2[C:18](=[O:20])[C:17]3[C:12](=[CH:13][CH:14]=[CH:15][C:16]=3[NH:21][C:22](=[O:25])[CH2:23][N:30]([CH2:31][CH2:32][CH3:33])[CH2:27][CH2:28][CH3:29])[C:11](=[O:26])[C:10]=2[CH:9]=[CH:8][CH:7]=1)=[O:4])[CH2:28][CH3:29]. (3) Given the reactants [NH2:1][C:2]1[C:3]2[N:4]([C:8]([C@@H:28]3[CH2:33][CH2:32][CH2:31][CH2:30][NH:29]3)=[N:9][C:10]=2[C:11]2[CH:27]=[CH:26][C:14]([C:15]([NH:17][C:18]3[CH:23]=[C:22]([C:24]#[N:25])[CH:21]=[CH:20][N:19]=3)=[O:16])=[CH:13][CH:12]=2)[CH:5]=[CH:6][N:7]=1.[C:34](Cl)(=[O:37])[CH:35]=[CH2:36], predict the reaction product. The product is: [C:34]([N:29]1[CH2:30][CH2:31][CH2:32][CH2:33][C@H:28]1[C:8]1[N:4]2[CH:5]=[CH:6][N:7]=[C:2]([NH2:1])[C:3]2=[C:10]([C:11]2[CH:12]=[CH:13][C:14]([C:15]([NH:17][C:18]3[CH:23]=[C:22]([C:24]#[N:25])[CH:21]=[CH:20][N:19]=3)=[O:16])=[CH:26][CH:27]=2)[N:9]=1)(=[O:37])[CH:35]=[CH2:36]. (4) Given the reactants [CH3:1][NH:2][C@H:3]([C:13]([NH:15][C@H:16]([C:21]([N:23]([C@@H:25]([CH:35]([CH3:37])[CH3:36])/[CH:26]=[C:27](/[S:29]([O:32]CC)(=[O:31])=[O:30])\[CH3:28])[CH3:24])=[O:22])[C:17]([CH3:20])([CH3:19])[CH3:18])=[O:14])[C:4]([CH3:12])([CH3:11])[C:5]1[CH:10]=[CH:9][CH:8]=[CH:7][CH:6]=1, predict the reaction product. The product is: [CH3:1][NH:2][C@H:3]([C:13]([NH:15][C@H:16]([C:21]([N:23]([C@@H:25]([CH:35]([CH3:37])[CH3:36])/[CH:26]=[C:27](/[S:29]([OH:32])(=[O:31])=[O:30])\[CH3:28])[CH3:24])=[O:22])[C:17]([CH3:20])([CH3:19])[CH3:18])=[O:14])[C:4]([CH3:11])([CH3:12])[C:5]1[CH:6]=[CH:7][CH:8]=[CH:9][CH:10]=1.[CH3:1][NH:2][C@H:3]([C:13]([NH:15][C@H:16]([C:21]([N:23]([C@@H:25]([CH:35]([CH3:37])[CH3:36])/[CH:26]=[C:27](\[S:29]([OH:32])(=[O:31])=[O:30])/[CH3:28])[CH3:24])=[O:22])[C:17]([CH3:20])([CH3:19])[CH3:18])=[O:14])[C:4]([CH3:11])([CH3:12])[C:5]1[CH:6]=[CH:7][CH:8]=[CH:9][CH:10]=1. (5) Given the reactants [CH2:1]1[CH:9]2[N:4]([CH2:5][CH:6]=[C:7]([C:10]3[C:18]4[C:13](=[CH:14][CH:15]=[N:16][CH:17]=4)[NH:12][CH:11]=3)[CH2:8]2)[CH2:3][CH2:2]1.C[Si]([N-][Si](C)(C)C)(C)C.[Na+].[Cl:29][C:30]1[CH:38]=[CH:37][CH:36]=[CH:35][C:31]=1[C:32](Cl)=[O:33], predict the reaction product. The product is: [Cl:29][C:30]1[CH:38]=[CH:37][CH:36]=[CH:35][C:31]=1[C:32]([N:12]1[C:13]2[C:18](=[CH:17][N:16]=[CH:15][CH:14]=2)[C:10]([C:7]2[CH2:8][CH:9]3[N:4]([CH2:3][CH2:2][CH2:1]3)[CH2:5][CH:6]=2)=[CH:11]1)=[O:33].